This data is from M1 muscarinic receptor antagonist screen with 61,756 compounds. The task is: Binary Classification. Given a drug SMILES string, predict its activity (active/inactive) in a high-throughput screening assay against a specified biological target. (1) The drug is Clc1ccc(CN(S(=O)(=O)C)CC(=O)NCc2ncccc2)cc1. The result is 0 (inactive). (2) The compound is s1c(C(=O)N2CCCCC2)c(n(c1=S)c1ccccc1)N. The result is 0 (inactive). (3) The compound is Clc1c(OCCn2c3c(n(c2=O)C)cccc3)cccc1. The result is 1 (active). (4) The molecule is O=C/1N(c2c(cccc2)C)C(=O)NC(=O)C1=C/Nc1ccc(N(C)C)cc1. The result is 0 (inactive).